From a dataset of Cav3 T-type calcium channel HTS with 100,875 compounds. Binary Classification. Given a drug SMILES string, predict its activity (active/inactive) in a high-throughput screening assay against a specified biological target. (1) The drug is O=C1N(C(=O)C2C1CC=CC2)c1[nH]n2C(C=C(N=c2n1)C)c1ccccc1. The result is 0 (inactive). (2) The compound is S(c1n(nc(n1)c1ccc(OC)cc1)C(=O)c1occc1)C. The result is 0 (inactive). (3) The molecule is Clc1ccc(C(=O)C(C(Sc2ccccc2)c2ccccc2)Cn2ncnc2)cc1. The result is 0 (inactive).